From a dataset of Reaction yield outcomes from USPTO patents with 853,638 reactions. Predict the reaction yield, written as a fraction of the theoretical maximum amount of product (1.0 means a 100% yield; for example, 0.34 means a 34% yield). (1) The product is [Cl:1][C:2]1[CH:9]=[C:8]([CH3:10])[CH:7]=[C:6]2[C:3]=1[C:4]([NH2:5])=[N:13][NH:14]2. The yield is 0.850. The reactants are [Cl:1][C:2]1[CH:9]=[C:8]([CH3:10])[CH:7]=[C:6](F)[C:3]=1[C:4]#[N:5].O.[NH2:13][NH2:14]. The catalyst is C(O)C. (2) The reactants are O.[NH2:2][NH2:3].[C:4]([N:11]1[CH2:16][CH2:15][CH:14]([C:17](OC)=O)[CH2:13][C:12]1=C)([O:6][C:7]([CH3:10])([CH3:9])[CH3:8])=[O:5].[CH2:22]([OH:26])CCC. No catalyst specified. The product is [C:7]([O:6][C:4]([N:11]1[CH2:12][CH2:13][C:14]2([NH:3][NH:2][C:22](=[O:26])[CH2:17]2)[CH2:15][CH2:16]1)=[O:5])([CH3:8])([CH3:9])[CH3:10]. The yield is 0.630. (3) The reactants are [NH2:1][C:2]1[S:6][N:5]=[C:4]([CH3:7])[C:3]=1[C:8]#[N:9].[C:10](Cl)(=[O:15])[CH2:11][CH:12]([CH3:14])[CH3:13]. The catalyst is N1C=CC=CC=1.C(Cl)(Cl)Cl. The product is [C:8]([C:3]1[C:4]([CH3:7])=[N:5][S:6][C:2]=1[NH:1][C:10](=[O:15])[CH2:11][CH:12]([CH3:14])[CH3:13])#[N:9]. The yield is 0.880. (4) The reactants are [OH:1][C:2]1[C:28]([O:29][CH3:30])=[CH:27][C:5]2[NH:6][C:7](=[O:26])[C:8]3[CH:14]=[CH:13][C:12]([C:15]4[CH:20]=[CH:19][C:18]([N+:21]([O-:23])=[O:22])=[C:17]([O:24][CH3:25])[CH:16]=4)=[CH:11][C:9]=3[NH:10][C:4]=2[CH:3]=1.Br[CH2:32][CH:33]1[CH2:38][CH2:37][CH2:36][CH2:35][O:34]1.C([O-])([O-])=O.[K+].[K+].CN(C=O)C. The catalyst is C(OCC)(=O)C. The product is [CH3:30][O:29][C:28]1[C:2]([O:1][CH2:32][CH:33]2[CH2:38][CH2:37][CH2:36][CH2:35][O:34]2)=[CH:3][C:4]2[NH:10][C:9]3[CH:11]=[C:12]([C:15]4[CH:20]=[CH:19][C:18]([N+:21]([O-:23])=[O:22])=[C:17]([O:24][CH3:25])[CH:16]=4)[CH:13]=[CH:14][C:8]=3[C:7](=[O:26])[NH:6][C:5]=2[CH:27]=1. The yield is 0.470. (5) The reactants are C[O:2][C:3]([C:5]1[S:6][C:7]([C:10](=[O:32])[NH:11][CH2:12][CH2:13][N:14]([C:25]([O:27][C:28]([CH3:31])([CH3:30])[CH3:29])=[O:26])[C:15]([NH2:24])=[N:16][C:17]([O:19][C:20]([CH3:23])([CH3:22])[CH3:21])=[O:18])=[CH:8][CH:9]=1)=[O:4].[Li+].[OH-].C(O)(=O)CC(CC(O)=O)(C(O)=O)O.C1COCC1. The catalyst is C1COCC1.O. The product is [C:25]([N:14]([CH2:13][CH2:12][NH:11][C:10]([C:7]1[S:6][C:5]([C:3]([OH:4])=[O:2])=[CH:9][CH:8]=1)=[O:32])[C:15]([NH2:24])=[N:16][C:17]([O:19][C:20]([CH3:23])([CH3:22])[CH3:21])=[O:18])([O:27][C:28]([CH3:29])([CH3:30])[CH3:31])=[O:26]. The yield is 0.840. (6) The reactants are [Cl-].[In+3].[Cl-].[Cl-].[CH2:5]([Mg]Br)[CH:6]=[CH2:7].[Cl:10][C:11]1[CH:16]=[CH:15][N:14]=[C:13](/[CH:17]=[N:18]/[S@:19]([C:21]([CH3:24])([CH3:23])[CH3:22])=[O:20])[CH:12]=1. The catalyst is O1CCCC1.C(O)C. The product is [Cl:10][C:11]1[CH:16]=[CH:15][N:14]=[C:13]([C@@H:17]([NH:18][S@:19]([C:21]([CH3:24])([CH3:23])[CH3:22])=[O:20])[CH2:7][CH:6]=[CH2:5])[CH:12]=1. The yield is 1.06. (7) The reactants are [N:1]1[CH:6]=[CH:5][C:4](B(O)O)=[CH:3][CH:2]=1.C(=O)([O-])[O-].[Na+].[Na+].[CH2:16]([O:23][C:24](=[O:39])[C:25]1[CH:37]=[C:36](I)[CH:35]=[C:27]([C:28]([N:30]([CH3:34])[CH2:31][CH2:32][CH3:33])=[O:29])[CH:26]=1)[C:17]1[CH:22]=[CH:21][CH:20]=[CH:19][CH:18]=1. The catalyst is COCCOC.C1C=CC(/C=C/C(/C=C/C2C=CC=CC=2)=O)=CC=1.C1C=CC(/C=C/C(/C=C/C2C=CC=CC=2)=O)=CC=1.C1C=CC(/C=C/C(/C=C/C2C=CC=CC=2)=O)=CC=1.[Pd].[Pd]. The product is [CH2:16]([O:23][C:24](=[O:39])[C:25]1[CH:37]=[C:36]([C:4]2[CH:5]=[CH:6][N:1]=[CH:2][CH:3]=2)[CH:35]=[C:27]([C:28]([N:30]([CH3:34])[CH2:31][CH2:32][CH3:33])=[O:29])[CH:26]=1)[C:17]1[CH:18]=[CH:19][CH:20]=[CH:21][CH:22]=1. The yield is 0.560. (8) The reactants are [ClH:1].[Si:2]([O:19][CH2:20][C@@H:21]1[CH2:26][O:25][CH2:24][CH2:23][NH:22]1)([C:15]([CH3:18])([CH3:17])[CH3:16])([C:9]1[CH:14]=[CH:13][CH:12]=[CH:11][CH:10]=1)[C:3]1[CH:8]=[CH:7][CH:6]=[CH:5][CH:4]=1.[Si](OC[C@H]1COCCN1C(OC(C)(C)C)=O)(C(C)(C)C)(C1C=CC=CC=1)C1C=CC=CC=1. The yield is 0.770. The product is [ClH:1].[Si:2]([O:19][CH2:20][C@H:21]1[CH2:26][O:25][CH2:24][CH2:23][NH:22]1)([C:15]([CH3:16])([CH3:17])[CH3:18])([C:9]1[CH:10]=[CH:11][CH:12]=[CH:13][CH:14]=1)[C:3]1[CH:8]=[CH:7][CH:6]=[CH:5][CH:4]=1. No catalyst specified. (9) The reactants are [C:1]1([N:7]2[C:12](=[O:13])[C:11]3[S:14][CH:15]=[C:16]([C:17]4[CH:22]=[CH:21][CH:20]=[CH:19][CH:18]=4)[C:10]=3[N:9]=[CH:8]2)[CH:6]=[CH:5][CH:4]=[CH:3][CH:2]=1.[NH2:23][C:24]1C(C2C=CC=CC=2)=CSC=1C(OC)=O.C(OCC)(OCC)OCC.NC1C=C(C=CC=1)C#N. The yield is 0.140. The product is [O:13]=[C:12]1[N:7]([C:1]2[CH:6]=[C:5]([CH:4]=[CH:3][CH:2]=2)[C:24]#[N:23])[CH:8]=[N:9][C:10]2[C:16]([C:17]3[CH:18]=[CH:19][CH:20]=[CH:21][CH:22]=3)=[CH:15][S:14][C:11]1=2. The catalyst is C(O)(=O)C.